This data is from Full USPTO retrosynthesis dataset with 1.9M reactions from patents (1976-2016). The task is: Predict the reactants needed to synthesize the given product. Given the product [N:14]([C:15]1[CH:25]=[CH:24][C:18]([C:19]([N:21]([CH3:23])[CH3:22])=[O:20])=[CH:17][CH:16]=1)=[C:6]=[S:7], predict the reactants needed to synthesize it. The reactants are: C(=O)([O-])[O-].[Ca+2].[C:6](Cl)(Cl)=[S:7].ClCCl.O.[NH2:14][C:15]1[CH:25]=[CH:24][C:18]([C:19]([N:21]([CH3:23])[CH3:22])=[O:20])=[CH:17][CH:16]=1.Cl.